This data is from Forward reaction prediction with 1.9M reactions from USPTO patents (1976-2016). The task is: Predict the product of the given reaction. (1) The product is: [Br:1][C:2]1[CH:3]=[C:4]([NH:5][C:13]([CH:10]2[CH2:12][CH2:11]2)=[O:14])[CH:6]=[CH:7][C:8]=1[CH3:9]. Given the reactants [Br:1][C:2]1[CH:3]=[C:4]([CH:6]=[CH:7][C:8]=1[CH3:9])[NH2:5].[CH:10]1([C:13](Cl)=[O:14])[CH2:12][CH2:11]1.CN1CCOCC1, predict the reaction product. (2) Given the reactants Br[C:2]1[CH:7]=[CH:6][C:5]([F:8])=[C:4]([F:9])[CH:3]=1.C(O[Na])(C)(C)C.[CH:16]1([NH2:19])[CH2:18][CH2:17]1, predict the reaction product. The product is: [CH:16]1([NH:19][C:2]2[CH:7]=[CH:6][C:5]([F:8])=[C:4]([F:9])[CH:3]=2)[CH2:18][CH2:17]1. (3) Given the reactants COC(=O)[C:4]([N:6]([CH2:8][C:9]([C:19]1[CH:24]=[C:23]([Br:25])[CH:22]=[CH:21][C:20]=1[F:26])([NH:11][C:12](OC(C)(C)C)=[O:13])[CH3:10])[CH3:7])=[O:5].Cl, predict the reaction product. The product is: [Br:25][C:23]1[CH:22]=[CH:21][C:20]([F:26])=[C:19]([C:9]2([CH3:10])[CH2:8][N:6]([CH3:7])[C:4](=[O:5])[C:12](=[O:13])[NH:11]2)[CH:24]=1. (4) Given the reactants [NH2:1][C:2]1[CH:10]=[C:9]2[C:5]([C:6]([Br:30])=[N:7][N:8]2[C:11]([C:24]2[CH:29]=[CH:28][CH:27]=[CH:26][CH:25]=2)([C:18]2[CH:23]=[CH:22][CH:21]=[CH:20][CH:19]=2)[C:12]2[CH:17]=[CH:16][CH:15]=[CH:14][CH:13]=2)=[CH:4][C:3]=1[CH:31]=CCC(OCC)=O.C1CCN2C(=NCCC2)CC1.CN1[C:55](=[O:56])[CH2:54]CC1, predict the reaction product. The product is: [Br:30][C:6]1[C:5]2[CH:4]=[C:3]3[C:2](=[CH:10][C:9]=2[N:8]([C:11]([C:18]2[CH:19]=[CH:20][CH:21]=[CH:22][CH:23]=2)([C:12]2[CH:17]=[CH:16][CH:15]=[CH:14][CH:13]=2)[C:24]2[CH:25]=[CH:26][CH:27]=[CH:28][CH:29]=2)[N:7]=1)[NH:1][C:55](=[O:56])[CH:54]=[CH:31]3. (5) Given the reactants Cl.O1CCOCC1.[Br:8][C:9]1[CH:39]=[CH:38][C:37]([O:40][CH3:41])=[CH:36][C:10]=1[CH2:11][CH:12]1[CH2:17][CH2:16][N:15]([C:18](=[O:35])[CH2:19][CH2:20][C@H:21]2[CH2:26][CH2:25][C@H:24]([NH:27]C(=O)OC(C)(C)C)[CH2:23][CH2:22]2)[CH2:14][CH2:13]1, predict the reaction product. The product is: [Br:8][C:9]1[CH:39]=[CH:38][C:37]([O:40][CH3:41])=[CH:36][C:10]=1[CH2:11][CH:12]1[CH2:13][CH2:14][N:15]([C:18](=[O:35])[CH2:19][CH2:20][C@H:21]2[CH2:22][CH2:23][C@H:24]([NH2:27])[CH2:25][CH2:26]2)[CH2:16][CH2:17]1.